From a dataset of Forward reaction prediction with 1.9M reactions from USPTO patents (1976-2016). Predict the product of the given reaction. The product is: [F:30][C:31]1[CH:36]=[CH:35][C:34]([N+:38]([O-:40])=[O:39])=[C:33]([CH:32]=1)[O:21][C@@H:19]1[CH2:18][N:17]([C:22]([O:24][C:25]([CH3:26])([CH3:28])[CH3:27])=[O:23])[C@H:16]([C:15]([O:14][CH3:13])=[O:29])[CH2:20]1. Given the reactants CCOC(/N=N/C(OCC)=O)=O.[CH3:13][O:14][C:15](=[O:29])[C@@H:16]1[CH2:20][C@@H:19]([OH:21])[CH2:18][N:17]1[C:22]([O:24][C:25]([CH3:28])([CH3:27])[CH3:26])=[O:23].[F:30][C:31]1[CH:32]=[CH:33][C:34]([N+:38]([O-:40])=[O:39])=[C:35](O)[CH:36]=1.C1(P(C2C=CC=CC=2)C2C=CC=CC=2)C=CC=CC=1, predict the reaction product.